This data is from Full USPTO retrosynthesis dataset with 1.9M reactions from patents (1976-2016). The task is: Predict the reactants needed to synthesize the given product. (1) Given the product [C:1]1([CH2:11][N:12]2[C:16]([C:17]([OH:31])=[O:18])=[CH:15][CH:14]=[C:13]2[C:19]2[CH:20]=[N:21][CH:22]=[CH:23][CH:24]=2)[C:10]2[C:5](=[CH:6][CH:7]=[CH:8][CH:9]=2)[CH:4]=[CH:3][CH:2]=1, predict the reactants needed to synthesize it. The reactants are: [C:1]1([CH2:11][N:12]2[C:16]([CH:17]=[O:18])=[CH:15][CH:14]=[C:13]2[C:19]2[CH:20]=[N:21][CH:22]=[CH:23][CH:24]=2)[C:10]2[C:5](=[CH:6][CH:7]=[CH:8][CH:9]=2)[CH:4]=[CH:3][CH:2]=1.CC(=CC)C.Cl([O-])=[O:31].[Na+].O.O.P([O-])(O)(O)=O.[Na+]. (2) Given the product [Br:8][C:5]1[N:6]=[CH:7][C:2]([N:13]2[CH2:12][CH2:11][C:10]([F:9])([C:16]([O:18][CH2:19][CH3:20])=[O:17])[CH2:15][CH2:14]2)=[N:3][CH:4]=1, predict the reactants needed to synthesize it. The reactants are: Br[C:2]1[CH:7]=[N:6][C:5]([Br:8])=[CH:4][N:3]=1.[F:9][C:10]1([C:16]([O:18][CH2:19][CH3:20])=[O:17])[CH2:15][CH2:14][NH:13][CH2:12][CH2:11]1.C(=O)([O-])[O-].[Cs+].[Cs+]. (3) The reactants are: [Br:1][C:2]1[CH:7]=[C:6]([CH3:8])[CH:5]=[CH:4][N:3]=1.C[Si]([N-][Si](C)(C)C)(C)C.[Na+].C[O:20][C:21](=O)[C:22]1[CH:27]=[CH:26][CH:25]=[C:24]([CH3:28])[N:23]=1.C(OCC)C. Given the product [Br:1][C:2]1[CH:7]=[C:6]([CH2:8][C:21]([C:22]2[CH:27]=[CH:26][CH:25]=[C:24]([CH3:28])[N:23]=2)=[O:20])[CH:5]=[CH:4][N:3]=1, predict the reactants needed to synthesize it. (4) Given the product [CH:58]1([CH2:57][NH:56][C:53]2[N:52]=[C:51]([C@@H:61]([NH:71][C:72](=[O:90])[CH2:73][N:74]3[C:82]4[C:81]([F:83])([F:84])[CH2:80][CH2:79][C:78]([F:85])([F:86])[C:77]=4[C:76]([CH:87]([F:89])[F:88])=[N:75]3)[CH2:62][C:63]3[CH:64]=[C:65]([F:70])[CH:66]=[C:67]([F:69])[CH:68]=3)[C:50]([C:34]3[CH:35]=[CH:36][C:37]([F:43])=[C:38]([CH:42]=3)[C:39]([NH2:41])=[O:40])=[CH:55][N:54]=2)[CH2:59][CH2:60]1, predict the reactants needed to synthesize it. The reactants are: FC1C=C(C[C@H](C2C([C:34]3[CH:35]=[CH:36][C:37]([F:43])=[C:38]([CH:42]=3)[C:39]([NH2:41])=[O:40])=CN=C(NCCOC)N=2)NC(=O)CN2C3CCCCC=3C(C(F)(F)F)=N2)C=C(F)C=1.Br[C:50]1[C:51]([C@@H:61]([NH:71][C:72](=[O:90])[CH2:73][N:74]2[C:82]3[C:81]([F:84])([F:83])[CH2:80][CH2:79][C:78]([F:86])([F:85])[C:77]=3[C:76]([CH:87]([F:89])[F:88])=[N:75]2)[CH2:62][C:63]2[CH:68]=[C:67]([F:69])[CH:66]=[C:65]([F:70])[CH:64]=2)=[N:52][C:53]([NH:56][CH2:57][CH:58]2[CH2:60][CH2:59]2)=[N:54][CH:55]=1. (5) Given the product [N+:20]([C:15]1[CH:16]=[CH:17][CH:18]=[CH:19][C:14]=1[NH:1][C:2]1[CH:3]=[CH:4][C:5]([C:6]([O:8][CH2:9][CH3:10])=[O:7])=[CH:11][CH:12]=1)([O-:22])=[O:21], predict the reactants needed to synthesize it. The reactants are: [NH2:1][C:2]1[CH:12]=[CH:11][C:5]([C:6]([O:8][CH2:9][CH3:10])=[O:7])=[CH:4][CH:3]=1.F[C:14]1[CH:19]=[CH:18][CH:17]=[CH:16][C:15]=1[N+:20]([O-:22])=[O:21]. (6) Given the product [CH2:20]1[C:21]2[C:26](=[CH:25][CH:24]=[CH:23][CH:22]=2)[CH2:27][CH:19]1[CH2:18][CH2:17][N:1]1[CH2:2][CH:3]=[C:4]([C:7]2[NH:8][C:9]3[C:14]([CH:15]=2)=[CH:13][CH:12]=[CH:11][CH:10]=3)[CH2:5][CH2:6]1, predict the reactants needed to synthesize it. The reactants are: [N:1]1[CH:6]=[CH:5][C:4]([C:7]2[NH:8][C:9]3[C:14]([CH:15]=2)=[CH:13][CH:12]=[CH:11][CH:10]=3)=[CH:3][CH:2]=1.I[CH2:17][CH2:18][CH:19]1[CH2:27][C:26]2[C:21](=[CH:22][CH:23]=[CH:24][CH:25]=2)[CH2:20]1. (7) Given the product [Br:1][C:2]1[N:7]=[C:6]([C:8]([O:10][CH3:11])=[O:9])[C:5]([O:12][CH2:20][CH3:21])=[CH:4][CH:3]=1, predict the reactants needed to synthesize it. The reactants are: [Br:1][C:2]1[N:7]=[C:6]([C:8]([O:10][CH3:11])=[O:9])[C:5]([OH:12])=[CH:4][CH:3]=1.C([O-])([O-])=O.[K+].[K+].I[CH2:20][CH3:21].CN(C=O)C. (8) Given the product [CH2:4]([CH:5]1[CH2:10][CH2:9][N:8]([C:11]([O:13][C:14]([CH3:17])([CH3:16])[CH3:15])=[O:12])[CH2:7][CH2:6]1)[C:3]#[CH:2], predict the reactants needed to synthesize it. The reactants are: Br[C:2](Br)=[CH:3][CH2:4][CH:5]1[CH2:10][CH2:9][N:8]([C:11]([O:13][C:14]([CH3:17])([CH3:16])[CH3:15])=[O:12])[CH2:7][CH2:6]1.C([Li])CCC.Cl.O. (9) Given the product [NH2:19][C:13]1[CH:14]=[N:15][C:16]2[C:11]([C:12]=1[NH:22][CH2:23][C:24]([NH:27][C:28](=[O:34])[O:29][C:30]([CH3:31])([CH3:32])[CH3:33])([CH3:25])[CH3:26])=[CH:10][C:9]([O:8][CH2:1][C:2]1[CH:3]=[CH:4][CH:5]=[CH:6][CH:7]=1)=[CH:18][CH:17]=2, predict the reactants needed to synthesize it. The reactants are: [CH2:1]([O:8][C:9]1[CH:10]=[C:11]2[C:16](=[CH:17][CH:18]=1)[N:15]=[CH:14][C:13]([N+:19]([O-])=O)=[C:12]2[NH:22][CH2:23][C:24]([NH:27][C:28](=[O:34])[O:29][C:30]([CH3:33])([CH3:32])[CH3:31])([CH3:26])[CH3:25])[C:2]1[CH:7]=[CH:6][CH:5]=[CH:4][CH:3]=1.[H][H].